This data is from Forward reaction prediction with 1.9M reactions from USPTO patents (1976-2016). The task is: Predict the product of the given reaction. (1) The product is: [CH2:1]([O:3][C:4](=[O:26])[CH2:5][N:6]1[C:14]2[CH2:13][CH2:12][CH2:11][CH:10]([NH:15][S:16]([C:19]3[CH:24]=[CH:23][CH:22]=[C:21]([NH:25][C:27](=[O:29])[CH3:28])[CH:20]=3)(=[O:18])=[O:17])[C:9]=2[CH:8]=[N:7]1)[CH3:2]. Given the reactants [CH2:1]([O:3][C:4](=[O:26])[CH2:5][N:6]1[C:14]2[CH2:13][CH2:12][CH2:11][CH:10]([NH:15][S:16]([C:19]3[CH:24]=[CH:23][CH:22]=[C:21]([NH2:25])[CH:20]=3)(=[O:18])=[O:17])[C:9]=2[CH:8]=[N:7]1)[CH3:2].[C:27](Cl)(=[O:29])[CH3:28].C(N(CC)CC)C, predict the reaction product. (2) Given the reactants [C:1]([O:9][CH2:10][C:11]([C:13]1[CH:18]=[C:17]([C:19]([F:22])([F:21])[F:20])[CH:16]=[C:15]([Br:23])[CH:14]=1)=O)(=O)[CH2:2][CH2:3][C:4]([O:6][CH3:7])=[O:5].ClC1C=C(C2[N:36]=C(CCC(OC)=O)OC=2)C=C(C(F)(F)F)C=1, predict the reaction product. The product is: [Br:23][C:15]1[CH:14]=[C:13]([C:11]2[N:36]=[C:1]([CH2:2][CH2:3][C:4]([O:6][CH3:7])=[O:5])[O:9][CH:10]=2)[CH:18]=[C:17]([C:19]([F:22])([F:21])[F:20])[CH:16]=1.